Dataset: Peptide-MHC class I binding affinity with 185,985 pairs from IEDB/IMGT. Task: Regression. Given a peptide amino acid sequence and an MHC pseudo amino acid sequence, predict their binding affinity value. This is MHC class I binding data. (1) The peptide sequence is ILLECFVR. The binding affinity (normalized) is 0.0637. The MHC is H-2-Db with pseudo-sequence H-2-Db. (2) The peptide sequence is CPFLFLMLL. The MHC is HLA-B51:01 with pseudo-sequence HLA-B51:01. The binding affinity (normalized) is 0.00783. (3) The peptide sequence is TTFITPMLR. The MHC is HLA-A31:01 with pseudo-sequence HLA-A31:01. The binding affinity (normalized) is 0.695. (4) The peptide sequence is TSASFTDLY. The MHC is HLA-A03:01 with pseudo-sequence HLA-A03:01. The binding affinity (normalized) is 0.0847. (5) The peptide sequence is TFFSYLMKDK. The MHC is HLA-B51:01 with pseudo-sequence HLA-B51:01. The binding affinity (normalized) is 0. (6) The peptide sequence is LTFLHTLYK. The MHC is HLA-A69:01 with pseudo-sequence HLA-A69:01. The binding affinity (normalized) is 0.0847. (7) The peptide sequence is YLVAYQATV. The MHC is HLA-A68:02 with pseudo-sequence HLA-A68:02. The binding affinity (normalized) is 0.594.